This data is from Reaction yield outcomes from USPTO patents with 853,638 reactions. The task is: Predict the reaction yield, written as a fraction of the theoretical maximum amount of product (1.0 means a 100% yield; for example, 0.34 means a 34% yield). (1) The reactants are Cl[C:2]1[CH:7]=[CH:6][N:5]2[C:8]([C:11]3[CH:16]=[CH:15][N:14]=[CH:13][CH:12]=3)=[CH:9][N:10]=[C:4]2[CH:3]=1.[OH:17][C:18]1[CH:23]=[CH:22][C:21](B(O)O)=[CH:20][CH:19]=1.C([O-])([O-])=O.[K+].[K+].CCOC(C)=O.O. The catalyst is O.C1C=CC(P(C2C=CC=CC=2)[C-]2C=CC=C2)=CC=1.C1C=CC(P(C2C=CC=CC=2)[C-]2C=CC=C2)=CC=1.Cl[Pd]Cl.[Fe+2]. The product is [N:14]1[CH:15]=[CH:16][C:11]([C:8]2[N:5]3[CH:6]=[CH:7][C:2]([C:21]4[CH:22]=[CH:23][C:18]([OH:17])=[CH:19][CH:20]=4)=[CH:3][C:4]3=[N:10][CH:9]=2)=[CH:12][CH:13]=1. The yield is 0.150. (2) The reactants are [CH3:1][O:2][C:3](=[O:32])[NH:4][C@H:5]([C:9]([N:11]1[C@H:19]([C:20]2[NH:21][CH:22]=[C:23]([C:25]3[CH:30]=[CH:29][C:28](Br)=[CH:27][CH:26]=3)[N:24]=2)[CH2:18][C:13]2([O:17][CH2:16][CH2:15][O:14]2)[CH2:12]1)=[O:10])[CH:6]([CH3:8])[CH3:7].B([C:36]1[CH:44]=[CH:43][C:39]([C:40]([OH:42])=[O:41])=[CH:38][CH:37]=1)(O)O.C(=O)([O-])[O-].[Na+].[Na+].Cl. The catalyst is O1CCOCC1.O.[Pd].C1(P(C2C=CC=CC=2)C2C=CC=CC=2)C=CC=CC=1.C1(P(C2C=CC=CC=2)C2C=CC=CC=2)C=CC=CC=1.C1(P(C2C=CC=CC=2)C2C=CC=CC=2)C=CC=CC=1.C1(P(C2C=CC=CC=2)C2C=CC=CC=2)C=CC=CC=1. The product is [CH3:1][O:2][C:3]([NH:4][C@@H:5]([CH:6]([CH3:8])[CH3:7])[C:9]([N:11]1[C@H:19]([C:20]2[NH:21][CH:22]=[C:23]([C:25]3[CH:30]=[CH:29][C:28]([C:36]4[CH:44]=[CH:43][C:39]([C:40]([OH:42])=[O:41])=[CH:38][CH:37]=4)=[CH:27][CH:26]=3)[N:24]=2)[CH2:18][C:13]2([O:17][CH2:16][CH2:15][O:14]2)[CH2:12]1)=[O:10])=[O:32]. The yield is 0.680. (3) The reactants are [C:1]1([C:7]2[O:11][N:10]=[C:9]([C:12]3[O:16][N:15]=[C:14]4[C:17]5[C:22]([CH2:23][CH2:24][C:13]=34)=[CH:21][C:20]([CH:25]=[O:26])=[CH:19][CH:18]=5)[C:8]=2[C:27]([F:30])([F:29])[F:28])[CH:6]=[CH:5][CH:4]=[CH:3][CH:2]=1.C[Si]([C:35]#[N:36])(C)C.Cl.C(OCC)(=O)C. The catalyst is C(#N)C.[I-].[Zn+2].[I-]. The product is [OH:26][CH:25]([C:20]1[CH:21]=[C:22]2[C:17](=[CH:18][CH:19]=1)[C:14]1=[N:15][O:16][C:12]([C:9]3[C:8]([C:27]([F:28])([F:29])[F:30])=[C:7]([C:1]4[CH:2]=[CH:3][CH:4]=[CH:5][CH:6]=4)[O:11][N:10]=3)=[C:13]1[CH2:24][CH2:23]2)[C:35]#[N:36]. The yield is 0.990. (4) The product is [Br:31][C:32]1[CH:39]=[CH:38][C:37]([O:40][CH3:41])=[CH:36][C:33]=1[CH2:34][N:9]1[C:10](=[O:23])[C:11]([C:14]([NH:16][CH2:17][C:18]([OH:20])=[O:19])=[O:15])=[C:12]([OH:13])[N:7]([CH:1]2[CH2:6][CH2:5][CH2:4][CH2:3][CH2:2]2)[C:8]1=[O:24]. The catalyst is CC(N(C)C)=O. The yield is 0.290. The reactants are [CH:1]1([N:7]2[C:12]([OH:13])=[C:11]([C:14]([NH:16][CH2:17][C:18]([O:20]CC)=[O:19])=[O:15])[C:10](=[O:23])[NH:9][C:8]2=[O:24])[CH2:6][CH2:5][CH2:4][CH2:3][CH2:2]1.C(=O)([O-])[O-].[K+].[K+].[Br:31][C:32]1[CH:39]=[CH:38][C:37]([O:40][CH3:41])=[CH:36][C:33]=1[CH2:34]Br.Cl. (5) The reactants are O.NN.[CH3:4][C:5]1([CH3:19])[CH2:11][CH2:10][CH2:9][NH:8][C:7]2[CH:12]=[CH:13][C:14]([N+:16]([O-])=O)=[CH:15][C:6]1=2. The catalyst is [Pd].C(O)C. The product is [CH3:4][C:5]1([CH3:19])[CH2:11][CH2:10][CH2:9][NH:8][C:7]2[CH:12]=[CH:13][C:14]([NH2:16])=[CH:15][C:6]1=2. The yield is 0.910.